Dataset: Full USPTO retrosynthesis dataset with 1.9M reactions from patents (1976-2016). Task: Predict the reactants needed to synthesize the given product. The reactants are: [CH2:1]1[C:9]2[C:4](=[CH:5][CH:6]=[CH:7][CH:8]=2)[CH:3]=[CH:2]1.O1CCCC1.C([Li])CCC.[CH2:20]1[CH2:30][CH2:29][C:23](=[C:24]2[CH:28]=[CH:27][CH:26]=[CH:25]2)[CH2:22][CH2:21]1. Given the product [CH:24]1([C:23]2([CH:1]3[C:9]4[C:4](=[CH:5][CH:6]=[CH:7][CH:8]=4)[CH:3]=[CH:2]3)[CH2:29][CH2:30][CH2:20][CH2:21][CH2:22]2)[CH:25]=[CH:26][CH:27]=[CH:28]1, predict the reactants needed to synthesize it.